Dataset: CYP1A2 inhibition data for predicting drug metabolism from PubChem BioAssay. Task: Regression/Classification. Given a drug SMILES string, predict its absorption, distribution, metabolism, or excretion properties. Task type varies by dataset: regression for continuous measurements (e.g., permeability, clearance, half-life) or binary classification for categorical outcomes (e.g., BBB penetration, CYP inhibition). Dataset: cyp1a2_veith. (1) The molecule is CCSc1nnc(-c2ccc(Cl)cc2)c2ccccc12. The result is 1 (inhibitor). (2) The drug is NC1(C(=O)O)C[C@H](C(=O)O)[C@H](C(=O)O)C1. The result is 0 (non-inhibitor). (3) The compound is CCCCn1c(O)c(C=NCCN2CCCCC2)c(=O)[nH]c1=O. The result is 0 (non-inhibitor). (4) The compound is COc1ccc(Cc2nnc(NC(=O)c3ccc(Cl)c([N+](=O)[O-])c3)s2)cc1. The result is 0 (non-inhibitor). (5) The molecule is Cc1ccc2[nH]c3nc(CCCn4ccnc4-c4ccccc4)nnc3c2c1. The result is 0 (non-inhibitor).